From a dataset of Catalyst prediction with 721,799 reactions and 888 catalyst types from USPTO. Predict which catalyst facilitates the given reaction. (1) Reactant: [CH3:1][CH:2]([CH3:25])[CH2:3][CH2:4][NH:5][CH2:6][C:7]1[CH:8]=[CH:9][C:10]2[O:16][C:15]3[CH:17]=[CH:18][C:19]([C:21]([NH2:23])=[O:22])=[CH:20][C:14]=3[CH2:13][CH2:12][C:11]=2[CH:24]=1.[CH:26]1([CH:29]=O)[CH2:28][CH2:27]1.[BH3-]C#N.[Na+]. Product: [CH:26]1([CH2:29][N:5]([CH2:6][C:7]2[CH:8]=[CH:9][C:10]3[O:16][C:15]4[CH:17]=[CH:18][C:19]([C:21]([NH2:23])=[O:22])=[CH:20][C:14]=4[CH2:13][CH2:12][C:11]=3[CH:24]=2)[CH2:4][CH2:3][CH:2]([CH3:25])[CH3:1])[CH2:28][CH2:27]1. The catalyst class is: 467. (2) Reactant: [Br:1][C:2]1[CH:3]=[C:4]2[C:9](=[CH:10][CH:11]=1)[C:8](=[O:12])[N:7]([CH2:13][C:14]1[CH:19]=[CH:18][C:17]([S:20]([CH3:23])(=[O:22])=[O:21])=[CH:16][CH:15]=1)[C:6]([CH:24]=[O:25])=[C:5]2[C:26]1[CH:31]=[CH:30][CH:29]=[CH:28][CH:27]=1.[CH2:32]([Mg]Cl)[CH3:33].O. Product: [Br:1][C:2]1[CH:3]=[C:4]2[C:9](=[CH:10][CH:11]=1)[C:8](=[O:12])[N:7]([CH2:13][C:14]1[CH:15]=[CH:16][C:17]([S:20]([CH3:23])(=[O:21])=[O:22])=[CH:18][CH:19]=1)[C:6]([CH:24]([OH:25])[CH2:32][CH3:33])=[C:5]2[C:26]1[CH:27]=[CH:28][CH:29]=[CH:30][CH:31]=1. The catalyst class is: 1. (3) Reactant: [CH3:1][C:2]1[C:6]([C:7]2[CH:8]=[C:9]([C:22](O)=[O:23])[C:10]3[NH:11][C:12]4[C:17]([C:18]=3[CH:19]=2)=[CH:16][C:15]([O:20][CH3:21])=[CH:14][CH:13]=4)=[C:5]([CH3:25])[O:4][N:3]=1.C(Cl)CCl.C1C=CC2N(O)N=[N:36]C=2C=1.[OH-].[NH4+]. Product: [CH3:1][C:2]1[C:6]([C:7]2[CH:8]=[C:9]([C:22]([NH2:36])=[O:23])[C:10]3[NH:11][C:12]4[C:17]([C:18]=3[CH:19]=2)=[CH:16][C:15]([O:20][CH3:21])=[CH:14][CH:13]=4)=[C:5]([CH3:25])[O:4][N:3]=1. The catalyst class is: 76. (4) Reactant: [C:1]([O:5][C:6](=[O:19])[NH:7][CH2:8][CH2:9][CH:10]([C:12]1[CH:17]=[CH:16][CH:15]=[C:14]([Cl:18])[CH:13]=1)O)([CH3:4])([CH3:3])[CH3:2].[C:20]1(=[O:30])[NH:24][C:23](=[O:25])[C:22]2=[CH:26][CH:27]=[CH:28][CH:29]=[C:21]12.C1C=CC(P(C2C=CC=CC=2)C2C=CC=CC=2)=CC=1.CCOC(/N=N/C(OCC)=O)=O. Product: [C:1]([O:5][C:6](=[O:19])[NH:7][CH2:8][CH2:9][CH:10]([C:12]1[CH:17]=[CH:16][CH:15]=[C:14]([Cl:18])[CH:13]=1)[N:24]1[C:20](=[O:30])[C:21]2[C:22](=[CH:26][CH:27]=[CH:28][CH:29]=2)[C:23]1=[O:25])([CH3:4])([CH3:3])[CH3:2]. The catalyst class is: 1. (5) Reactant: [CH:1]1([N:4]2[CH:8]=[CH:7][N:6]=[CH:5]2)[CH2:3][CH2:2]1.[Br:9]N1C(C)(C)C(=O)N(Br)C1=O. Product: [Br:9][C:8]1[N:4]([CH:1]2[CH2:3][CH2:2]2)[CH:5]=[N:6][CH:7]=1. The catalyst class is: 2. (6) Reactant: C([N:8]1[CH2:33][CH2:32][C:11]2([CH2:15][N:14]([C:16]([C:18]3[CH:23]=[CH:22][N:21]=[C:20]([Cl:24])[CH:19]=3)=[O:17])[CH2:13][CH:12]2[C:25]2[CH:30]=[CH:29][C:28]([F:31])=[CH:27][CH:26]=2)[CH2:10][CH2:9]1)C1C=CC=CC=1.ClC(OC(Cl)C)=O. Product: [Cl:24][C:20]1[CH:19]=[C:18]([C:16]([N:14]2[CH2:13][CH:12]([C:25]3[CH:30]=[CH:29][C:28]([F:31])=[CH:27][CH:26]=3)[C:11]3([CH2:32][CH2:33][NH:8][CH2:9][CH2:10]3)[CH2:15]2)=[O:17])[CH:23]=[CH:22][N:21]=1. The catalyst class is: 11. (7) Reactant: O.[CH3:2][O:3][C:4]1[CH:9]=[CH:8][C:7]([C:10]([CH:12]=O)=[O:11])=[CH:6][CH:5]=1.C1(P(=[CH:33][C:34](=[O:36])[CH3:35])(C2C=CC=CC=2)C2C=CC=CC=2)C=CC=CC=1. Product: [CH3:2][O:3][C:4]1[CH:5]=[CH:6][C:7]([C:10](=[O:11])/[CH:12]=[CH:33]/[C:34](=[O:36])[CH3:35])=[CH:8][CH:9]=1. The catalyst class is: 1. (8) Reactant: [CH2:1]([O:4][C:5]1([CH3:52])[CH2:10][CH2:9][N:8]([C:11]2[N:16]3[N:17]=[C:18]([C:20]4[S:21][C:22]([CH2:25][C:26]5[CH:31]=[CH:30][CH:29]=[CH:28][C:27]=5[O:32][Si](C(C)(C)C)(C)C)=[CH:23][N:24]=4)[CH:19]=[C:15]3[N:14]=[C:13]([CH3:40])[C:12]=2[C@H:41]([O:47][C:48]([CH3:51])([CH3:50])[CH3:49])[C:42]([O:44][CH2:45][CH3:46])=[O:43])[CH2:7][CH2:6]1)[CH:2]=[CH2:3].CCCC[N+](CCCC)(CCCC)CCCC.[F-]. Product: [CH2:1]([O:4][C:5]1([CH3:52])[CH2:10][CH2:9][N:8]([C:11]2[N:16]3[N:17]=[C:18]([C:20]4[S:21][C:22]([CH2:25][C:26]5[CH:31]=[CH:30][CH:29]=[CH:28][C:27]=5[OH:32])=[CH:23][N:24]=4)[CH:19]=[C:15]3[N:14]=[C:13]([CH3:40])[C:12]=2[C@H:41]([O:47][C:48]([CH3:51])([CH3:50])[CH3:49])[C:42]([O:44][CH2:45][CH3:46])=[O:43])[CH2:7][CH2:6]1)[CH:2]=[CH2:3]. The catalyst class is: 1. (9) Reactant: [NH:1]1[CH:5]=[N:4][N:3]=[N:2]1.[CH:6]([NH:9][CH:10]([CH3:12])[CH3:11])([CH3:8])[CH3:7]. Product: [NH:1]1[C-:5]=[N:4][N:3]=[N:2]1.[CH:6]([NH:9][CH:10]([CH3:12])[CH3:11])([CH3:8])[CH3:7]. The catalyst class is: 10.